Dataset: Catalyst prediction with 721,799 reactions and 888 catalyst types from USPTO. Task: Predict which catalyst facilitates the given reaction. (1) Reactant: [N+](C1C=CC(O[C:9]([O:11][C:12]2[CH:13]=[C:14]([CH:19]=[CH:20][CH:21]=2)[C:15]([O:17][CH3:18])=[O:16])=[O:10])=CC=1)([O-])=O.[F:24][C:25]1[CH:26]=[C:27]([CH:31]2[CH:36]([CH2:37][N:38]([C@@H:46]([C:48]3[C:57]4[C:52](=[CH:53][CH:54]=[CH:55][CH:56]=4)[CH:51]=[CH:50][CH:49]=3)[CH3:47])[C:39](=[O:45])[O:40][C:41]([CH3:44])([CH3:43])[CH3:42])[CH2:35][CH2:34][NH:33][CH2:32]2)[CH:28]=[CH:29][CH:30]=1.C1COCC1.C(=O)([O-])O.[Na+]. Product: [C:41]([O:40][C:39]([N:38]([CH2:37][CH:36]1[CH2:35][CH2:34][N:33]([C:9]([O:11][C:12]2[CH:21]=[CH:20][CH:19]=[C:14]([C:15]([O:17][CH3:18])=[O:16])[CH:13]=2)=[O:10])[CH2:32][CH:31]1[C:27]1[CH:28]=[CH:29][CH:30]=[C:25]([F:24])[CH:26]=1)[C@@H:46]([C:48]1[C:57]2[C:52](=[CH:53][CH:54]=[CH:55][CH:56]=2)[CH:51]=[CH:50][CH:49]=1)[CH3:47])=[O:45])([CH3:42])([CH3:43])[CH3:44]. The catalyst class is: 66. (2) Reactant: [O:1]1[CH2:5]/[C:4](=[N:6]\O)/[C:3](=[N:8]/[OH:9])/[C:2]1=[O:10].S(Cl)(Cl)=O. Product: [N:6]1[O:9][N:8]=[C:3]2[C:2](=[O:10])[O:1][CH2:5][C:4]=12. The catalyst class is: 12.